From a dataset of Catalyst prediction with 721,799 reactions and 888 catalyst types from USPTO. Predict which catalyst facilitates the given reaction. (1) Reactant: CN(C1C(C2C(P(C3C=CC=CC=3)C3C=CC=CC=3)=CC=CC=2)=CC=CC=1)C.[Li].[O-]CCCC.[CH2:35]([O:42][C:43]([N:45]([C:54]([C:57]1[CH:62]=[CH:61][CH:60]=[CH:59][C:58]=1Br)([CH3:56])[CH3:55])[CH2:46][C:47]([O:49][C:50]([CH3:53])([CH3:52])[CH3:51])=[O:48])=[O:44])[C:36]1[CH:41]=[CH:40][CH:39]=[CH:38][CH:37]=1. Product: [CH3:55][C:54]1([CH3:56])[C:57]2[C:62](=[CH:61][CH:60]=[CH:59][CH:58]=2)[CH:46]([C:47]([O:49][C:50]([CH3:53])([CH3:52])[CH3:51])=[O:48])[N:45]1[C:43]([O:42][CH2:35][C:36]1[CH:41]=[CH:40][CH:39]=[CH:38][CH:37]=1)=[O:44]. The catalyst class is: 62. (2) The catalyst class is: 14. Reactant: [Cl:1][C:2]1[CH:3]=[C:4]([C:9]2[N:13](C3CCCCO3)[N:12]=[CH:11][CH:10]=2)[CH:5]=[CH:6][C:7]=1[Cl:8].Cl. Product: [Cl:1][C:2]1[CH:3]=[C:4]([C:9]2[NH:13][N:12]=[CH:11][CH:10]=2)[CH:5]=[CH:6][C:7]=1[Cl:8].